Dataset: Reaction yield outcomes from USPTO patents with 853,638 reactions. Task: Predict the reaction yield, written as a fraction of the theoretical maximum amount of product (1.0 means a 100% yield; for example, 0.34 means a 34% yield). The reactants are F[C:2]1[CH:3]=[C:4]([CH:8]=[CH:9][C:10]=1[C:11]([F:14])([F:13])[F:12])[C:5](O)=[O:6].[CH3:15][O-:16].[Na+].Cl. The catalyst is CS(C)=O.CO. The product is [CH3:15][O:16][C:2]1[CH:3]=[C:4]([CH:8]=[CH:9][C:10]=1[C:11]([F:14])([F:13])[F:12])[CH:5]=[O:6]. The yield is 0.380.